Dataset: Peptide-MHC class II binding affinity with 134,281 pairs from IEDB. Task: Regression. Given a peptide amino acid sequence and an MHC pseudo amino acid sequence, predict their binding affinity value. This is MHC class II binding data. (1) The peptide sequence is PRTKYTATISGLKPG. The MHC is HLA-DQA10101-DQB10501 with pseudo-sequence HLA-DQA10101-DQB10501. The binding affinity (normalized) is 0. (2) The peptide sequence is GEPIRFLLSYGEKDF. The MHC is DRB1_1001 with pseudo-sequence DRB1_1001. The binding affinity (normalized) is 0.837. (3) The binding affinity (normalized) is 0.179. The peptide sequence is KVPPGPNITATYGDK. The MHC is HLA-DQA10501-DQB10301 with pseudo-sequence HLA-DQA10501-DQB10301. (4) The peptide sequence is MLHWSLILPGIKAQQ. The MHC is DRB1_0701 with pseudo-sequence DRB1_0701. The binding affinity (normalized) is 0.609. (5) The peptide sequence is DPRQGLAVLRKVKRV. The MHC is DRB4_0103 with pseudo-sequence DRB4_0103. The binding affinity (normalized) is 0.820. (6) The peptide sequence is LVGPTPVNIIGRNLLTQIGC. The MHC is HLA-DQA10501-DQB10301 with pseudo-sequence HLA-DQA10501-DQB10301. The binding affinity (normalized) is 0.274. (7) The peptide sequence is RQELYLMGSLVHSMLV. The MHC is DRB1_1101 with pseudo-sequence DRB1_1101. The binding affinity (normalized) is 0.609.